Predict the reactants needed to synthesize the given product. From a dataset of Full USPTO retrosynthesis dataset with 1.9M reactions from patents (1976-2016). (1) Given the product [CH:23]([N:24]1[CH2:29][CH2:28][N:27]([C:2]2[N:7]=[CH:6][N:5]=[C:4]3[N:8]([C:11]4[CH:16]=[CH:15][CH:14]=[CH:13][CH:12]=4)[N:9]=[CH:10][C:3]=23)[CH2:26][CH2:25]1)([C:30]1[CH:35]=[CH:34][CH:33]=[CH:32][CH:31]=1)[C:17]1[CH:22]=[CH:21][CH:20]=[CH:19][CH:18]=1, predict the reactants needed to synthesize it. The reactants are: Cl[C:2]1[N:7]=[CH:6][N:5]=[C:4]2[N:8]([C:11]3[CH:16]=[CH:15][CH:14]=[CH:13][CH:12]=3)[N:9]=[CH:10][C:3]=12.[C:17]1([CH:23]([C:30]2[CH:35]=[CH:34][CH:33]=[CH:32][CH:31]=2)[N:24]2[CH2:29][CH2:28][NH:27][CH2:26][CH2:25]2)[CH:22]=[CH:21][CH:20]=[CH:19][CH:18]=1.CCN(CC)CC. (2) Given the product [NH2:1][C:2]1[C:11]([C:12]([NH:36][C:35]2[N:31]([CH:28]3[CH2:29][CH2:30][O:25][CH2:26][CH2:27]3)[CH:32]=[N:33][CH:34]=2)=[O:14])=[C:5]2[N:6]=[CH:7][C:8]([F:10])=[CH:9][N:4]2[N:3]=1, predict the reactants needed to synthesize it. The reactants are: [NH2:1][C:2]1[C:11]([C:12]([O:14]N2C3C=C(Cl)C=CC=3N=N2)=O)=[C:5]2[N:6]=[CH:7][C:8]([F:10])=[CH:9][N:4]2[N:3]=1.[O:25]1[CH2:30][CH2:29][CH:28]([N:31]2[C:35]([NH2:36])=[CH:34][N:33]=[CH:32]2)[CH2:27][CH2:26]1. (3) Given the product [CH3:22][O:23][C:2]1[N:7]=[C:6]2[N:8]=[C:9]([O:12][CH2:13][C:14]3[CH:19]=[CH:18][C:17]([O:20][CH3:21])=[CH:16][CH:15]=3)[CH:10]=[CH:11][C:5]2=[N:4][CH:3]=1, predict the reactants needed to synthesize it. The reactants are: Br[C:2]1[N:7]=[C:6]2[N:8]=[C:9]([O:12][CH2:13][C:14]3[CH:19]=[CH:18][C:17]([O:20][CH3:21])=[CH:16][CH:15]=3)[CH:10]=[CH:11][C:5]2=[N:4][CH:3]=1.[CH3:22][O-:23].[Na+].